From a dataset of Full USPTO retrosynthesis dataset with 1.9M reactions from patents (1976-2016). Predict the reactants needed to synthesize the given product. Given the product [Br:1][C:2]1[CH:3]=[C:4]2[C:9](=[CH:10][CH:11]=1)[C:8]([N:20]1[CH:21]([CH3:24])[CH2:22][CH2:23][C@@H:19]1[C:17]([NH:16][CH:13]([CH3:15])[CH3:14])=[O:18])=[N:7][N:6]=[CH:5]2, predict the reactants needed to synthesize it. The reactants are: [Br:1][C:2]1[CH:3]=[C:4]2[C:9](=[CH:10][CH:11]=1)[C:8](Cl)=[N:7][N:6]=[CH:5]2.[CH:13]([NH:16][C:17]([C@H:19]1[CH2:23][CH2:22][CH:21]([CH3:24])[NH:20]1)=[O:18])([CH3:15])[CH3:14].C(=O)([O-])[O-].[Cs+].[Cs+].C(#N)C.